This data is from Forward reaction prediction with 1.9M reactions from USPTO patents (1976-2016). The task is: Predict the product of the given reaction. Given the reactants Br[C:2]1[C:3]([O:12][CH2:13][C:14]([F:17])([F:16])[F:15])=[N:4][CH:5]=[C:6]([CH:11]=1)[C:7]([O:9][CH3:10])=[O:8].C(=O)([O-])[O-].[Cs+].[Cs+].C1(C)C=CC=CC=1.[C:31]([C:33]1[CH:38]=[CH:37][C:36]([B-](F)(F)F)=[CH:35][CH:34]=1)#[N:32].[K+], predict the reaction product. The product is: [CH3:10][O:9][C:7](=[O:8])[C:6]1[CH:11]=[C:2]([C:36]2[CH:37]=[CH:38][C:33]([C:31]#[N:32])=[CH:34][CH:35]=2)[C:3]([O:12][CH2:13][C:14]([F:17])([F:16])[F:15])=[N:4][CH:5]=1.